Dataset: Catalyst prediction with 721,799 reactions and 888 catalyst types from USPTO. Task: Predict which catalyst facilitates the given reaction. (1) Reactant: Br[C:2]1[CH:3]=[CH:4][C:5]2[C:6](=[O:23])[N:7]([C:16]3[CH:21]=[CH:20][C:19]([CH3:22])=[CH:18][CH:17]=3)[C:8](=[O:15])[C:9]3[C:14]=2[C:13]=1[CH:12]=[CH:11][CH:10]=3.[OH-].[Na+].[CH2:26]([OH:29])[CH2:27][OH:28]. Product: [OH:28][CH2:27][CH2:26][O:29][C:2]1[CH:3]=[CH:4][C:5]2[C:6](=[O:23])[N:7]([C:16]3[CH:21]=[CH:20][C:19]([CH3:22])=[CH:18][CH:17]=3)[C:8](=[O:15])[C:9]3[C:14]=2[C:13]=1[CH:12]=[CH:11][CH:10]=3. The catalyst class is: 6. (2) Reactant: [C:1]([O:5][C:6]([N:8]1[CH2:14][CH2:13][C:12](=[O:15])[N:11](OCC2C=CC=CC=2)[CH2:10][C@H:9]1[CH2:24][C:25]1[CH:30]=[CH:29][CH:28]=[CH:27][CH:26]=1)=[O:7])([CH3:4])([CH3:3])[CH3:2]. Product: [C:1]([O:5][C:6]([N:8]1[CH2:14][CH2:13][C:12](=[O:15])[NH:11][CH2:10][C@H:9]1[CH2:24][C:25]1[CH:26]=[CH:27][CH:28]=[CH:29][CH:30]=1)=[O:7])([CH3:4])([CH3:2])[CH3:3]. The catalyst class is: 5.